From a dataset of Forward reaction prediction with 1.9M reactions from USPTO patents (1976-2016). Predict the product of the given reaction. Given the reactants [CH2:1]([CH2:3][NH2:4])[OH:2].[CH3:5][O:6][C:7]1[CH:14]=[CH:13][C:10]([CH:11]=O)=[CH:9][CH:8]=1.[H][H].Cl[CH2:18][C:19](Cl)=[O:20].[OH-].[Na+].[OH-].[K+], predict the reaction product. The product is: [CH3:5][O:6][C:7]1[CH:14]=[CH:13][C:10]([CH2:11][N:4]2[CH2:3][CH2:1][O:2][CH2:18][C:19]2=[O:20])=[CH:9][CH:8]=1.